From a dataset of Full USPTO retrosynthesis dataset with 1.9M reactions from patents (1976-2016). Predict the reactants needed to synthesize the given product. (1) Given the product [Cl:29][C:30]1[CH:31]=[C:32]([O:40][C:41]2[C:53]([C:54]3([F:58])[CH2:55][O:56][CH2:57]3)=[CH:52][C:44]([C:45]([OH:47])=[O:46])=[C:43]([F:59])[CH:42]=2)[CH:33]=[N:34][C:35]=1[O:36][CH:37]([CH3:39])[CH3:38], predict the reactants needed to synthesize it. The reactants are: ClC1C(OC2C=CC(OC(F)(F)F)=C(Cl)C=2)=CC(F)=C(C=1)C(OC(C)(C)C)=O.[Cl:29][C:30]1[CH:31]=[C:32]([O:40][C:41]2[C:53]([C:54]3([F:58])[CH2:57][O:56][CH2:55]3)=[CH:52][C:44]([C:45]([O:47]C(C)(C)C)=[O:46])=[C:43]([F:59])[CH:42]=2)[CH:33]=[N:34][C:35]=1[O:36][CH:37]([CH3:39])[CH3:38]. (2) Given the product [Br:1][C:2]1[N:3]=[C:4]([C:9]#[C:10][Si:11]([CH3:13])([CH3:12])[CH3:14])[C:5]([NH:8][C:21](=[O:23])[CH3:22])=[N:6][CH:7]=1, predict the reactants needed to synthesize it. The reactants are: [Br:1][C:2]1[N:3]=[C:4]([C:9]#[C:10][Si:11]([CH3:14])([CH3:13])[CH3:12])[C:5]([NH2:8])=[N:6][CH:7]=1.N1C=CC=CC=1.[C:21](Cl)(=[O:23])[CH3:22]. (3) Given the product [N:16]1[N:17]2[CH:22]=[CH:21][CH:20]=[N:19][C:18]2=[C:14]([C:25]2[CH:30]=[C:29]([NH2:31])[CH:28]=[CH:27][N:26]=2)[CH:15]=1, predict the reactants needed to synthesize it. The reactants are: CC([O-])=O.[K+].CC1(C)C(C)(C)OB([C:14]2[CH:15]=[N:16][N:17]3[CH:22]=[CH:21][CH:20]=[N:19][C:18]=23)O1.Cl[C:25]1[CH:30]=[C:29]([NH2:31])[CH:28]=[CH:27][N:26]=1. (4) Given the product [CH2:35]([O:34][C:32](=[O:33])[NH:19][CH2:18][CH:15]1[CH2:14][C:13]2[CH:12]=[CH:11][CH:10]=[C:9]([C:5]3[CH:6]=[CH:7][CH:8]=[C:3]([C:2]([F:20])([F:1])[F:21])[CH:4]=3)[C:17]=2[O:16]1)[C:36]1[CH:41]=[CH:40][CH:39]=[CH:38][CH:37]=1, predict the reactants needed to synthesize it. The reactants are: [F:1][C:2]([F:21])([F:20])[C:3]1[CH:4]=[C:5]([C:9]2[C:17]3[O:16][CH:15]([CH2:18][NH2:19])[CH2:14][C:13]=3[CH:12]=[CH:11][CH:10]=2)[CH:6]=[CH:7][CH:8]=1.C(N(C(C)C)CC)(C)C.Cl[C:32]([O:34][CH2:35][C:36]1[CH:41]=[CH:40][CH:39]=[CH:38][CH:37]=1)=[O:33]. (5) Given the product [NH2:35][C:34]1[CH:33]=[CH:32][CH:31]=[CH:30][C:38]=1[NH:37][C:26]([C:22]1[C:23]2[C:24](=[CH:25][C:16]([O:15][C:6]3[C:5]4[C:10](=[CH:11][C:12]([O:13][CH3:14])=[C:3]([O:2][CH3:1])[CH:4]=4)[N:9]=[CH:8][N:7]=3)=[CH:17][CH:18]=2)[CH:19]=[CH:20][CH:21]=1)=[O:28], predict the reactants needed to synthesize it. The reactants are: [CH3:1][O:2][C:3]1[CH:4]=[C:5]2[C:10](=[CH:11][C:12]=1[O:13][CH3:14])[N:9]=[CH:8][N:7]=[C:6]2[O:15][C:16]1[CH:17]=[C:18]2[C:23](=[CH:24][CH:25]=1)[C:22]([C:26]([OH:28])=O)=[CH:21][CH:20]=[CH:19]2.O[C:30]1[C:38]2[N:37]=N[NH:35][C:34]=2[CH:33]=[CH:32][CH:31]=1.C(N(CC)CC)C.C1(N)C=CC=CC=1N. (6) Given the product [CH:4]([C:3]1[N:7]=[C:13]([CH:15]2[CH2:20][CH2:19][C:18](=[O:21])[CH2:17][CH2:16]2)[O:1][N:2]=1)([CH3:6])[CH3:5], predict the reactants needed to synthesize it. The reactants are: [OH:1][NH:2][C:3](=[NH:7])[CH:4]([CH3:6])[CH3:5].[H-].[Na+].C(O[C:13]([CH:15]1[CH2:20][CH2:19][C:18](=[O:21])[CH2:17][CH2:16]1)=O)C. (7) The reactants are: [CH2:1]([C:3]1[CH:8]=[CH:7][CH:6]=[CH:5][C:4]=1[C:9]1[CH:14]=[CH:13][C:12]([C:15]([O:17][CH3:18])=[O:16])=[CH:11][C:10]=1[OH:19])[CH3:2].C(=O)([O-])[O-].[K+].[K+].[CH2:26](Br)[CH3:27]. Given the product [CH2:26]([O:19][C:10]1[CH:11]=[C:12]([C:15]([O:17][CH3:18])=[O:16])[CH:13]=[CH:14][C:9]=1[C:4]1[CH:5]=[CH:6][CH:7]=[CH:8][C:3]=1[CH2:1][CH3:2])[CH3:27], predict the reactants needed to synthesize it.